From a dataset of Full USPTO retrosynthesis dataset with 1.9M reactions from patents (1976-2016). Predict the reactants needed to synthesize the given product. (1) Given the product [CH:11]1[CH:12]=[CH:13][C:14]2[N:15]([C:16]([NH2:18])=[O:17])[C:4]3[CH:3]=[CH:2][CH:1]=[CH:6][C:5]=3[CH:7]=[CH:8][C:9]=2[CH:10]=1.[C:19]1(=[O:26])[CH:24]=[CH:23][C:22](=[O:25])[CH:21]=[CH:20]1, predict the reactants needed to synthesize it. The reactants are: [CH:1]1[CH:2]=[CH:3][C:4]2[N:15]([C:16]([NH2:18])=[O:17])[C:14]3[CH:13]=[CH:12][CH:11]=[CH:10][C:9]=3[CH:8]=[CH:7][C:5]=2[CH:6]=1.[C:19]1(=[O:26])[CH:24]=[CH:23][C:22](=[O:25])[CH:21]=[CH:20]1.C1COCC1. (2) Given the product [Br:18][C:19]1[C:27]2[N:26]=[C:25]([N:15]3[CH2:16][CH2:17][N:12]([C:3]4[C:2]([Cl:1])=[CH:7][C:6]([C:8]([F:9])([F:10])[F:11])=[CH:5][N:4]=4)[CH2:13][CH2:14]3)[NH:24][C:23]=2[CH:22]=[C:21]([C:29]([F:32])([F:31])[F:30])[CH:20]=1, predict the reactants needed to synthesize it. The reactants are: [Cl:1][C:2]1[C:3]([N:12]2[CH2:17][CH2:16][NH:15][CH2:14][CH2:13]2)=[N:4][CH:5]=[C:6]([C:8]([F:11])([F:10])[F:9])[CH:7]=1.[Br:18][C:19]1[C:27]2[N:26]=[C:25](Cl)[NH:24][C:23]=2[CH:22]=[C:21]([C:29]([F:32])([F:31])[F:30])[CH:20]=1.